Dataset: Catalyst prediction with 721,799 reactions and 888 catalyst types from USPTO. Task: Predict which catalyst facilitates the given reaction. Reactant: [CH3:1][N:2]([C@H:13]1[CH2:17][CH2:16][NH:15][CH2:14]1)[C:3](=[O:12])[O:4][CH2:5][C:6]1[CH:11]=[CH:10][CH:9]=[CH:8][CH:7]=1.I[CH2:19][CH3:20].C(=O)([O-])[O-].[K+].[K+]. Product: [CH2:19]([N:15]1[CH2:16][CH2:17][C@H:13]([N:2]([CH3:1])[C:3](=[O:12])[O:4][CH2:5][C:6]2[CH:11]=[CH:10][CH:9]=[CH:8][CH:7]=2)[CH2:14]1)[CH3:20]. The catalyst class is: 10.